This data is from Full USPTO retrosynthesis dataset with 1.9M reactions from patents (1976-2016). The task is: Predict the reactants needed to synthesize the given product. (1) Given the product [C:24]([NH:26][NH:27][C:1]([C:4]1[C:5](=[O:17])[O:6][C:7]2[C:12]([CH:13]=1)=[C:11]([CH3:14])[CH:10]=[C:9]([O:15][CH3:16])[CH:8]=2)=[O:3])(=[O:25])[C:23]1[CH:22]=[CH:21][N:20]=[CH:19][CH:18]=1, predict the reactants needed to synthesize it. The reactants are: [C:1]([C:4]1[C:5](=[O:17])[O:6][C:7]2[C:12]([CH:13]=1)=[C:11]([CH3:14])[CH:10]=[C:9]([O:15][CH3:16])[CH:8]=2)([OH:3])=O.[CH:18]1[C:23]([C:24]([NH:26][NH2:27])=[O:25])=[CH:22][CH:21]=[N:20][CH:19]=1. (2) Given the product [Cl:38][C:6]1[CH:5]=[N+:4]([O-:39])[CH:3]=[C:2]([Cl:1])[C:7]=1[CH2:8][C@H:9]([O:20][C:21]([C:23]1[S:24][C:25]([CH2:28][CH2:29][OH:30])=[CH:26][CH:27]=1)=[O:22])[C:10]1[CH:15]=[CH:14][C:13]([O:16][CH3:17])=[C:12]([O:18][CH3:19])[CH:11]=1, predict the reactants needed to synthesize it. The reactants are: [Cl:1][C:2]1[CH:3]=[N+:4]([O-:39])[CH:5]=[C:6]([Cl:38])[C:7]=1[CH2:8][C@H:9]([O:20][C:21]([C:23]1[S:24][C:25]([CH2:28][CH2:29][O:30][Si](C(C)(C)C)(C)C)=[CH:26][CH:27]=1)=[O:22])[C:10]1[CH:15]=[CH:14][C:13]([O:16][CH3:17])=[C:12]([O:18][CH3:19])[CH:11]=1. (3) Given the product [CH2:1]([O:8][C:9]1[CH:14]=[C:13]([O:15][CH2:16][C:17]2[CH:18]=[CH:19][CH:20]=[CH:21][CH:22]=2)[C:12]([CH:23]([CH3:24])[CH3:25])=[CH:11][C:10]=1[C:26]1[O:30][N:29]=[C:28]([C:31](=[O:35])[NH:32][CH2:33][CH3:34])[C:27]=1[C:36]1[O:40][N:39]=[C:38]([CH2:41][O:42][CH2:43][C:44]([OH:46])=[O:45])[CH:37]=1)[C:2]1[CH:3]=[CH:4][CH:5]=[CH:6][CH:7]=1, predict the reactants needed to synthesize it. The reactants are: [CH2:1]([O:8][C:9]1[CH:14]=[C:13]([O:15][CH2:16][C:17]2[CH:22]=[CH:21][CH:20]=[CH:19][CH:18]=2)[C:12]([CH:23]([CH3:25])[CH3:24])=[CH:11][C:10]=1[C:26]1[O:30][N:29]=[C:28]([C:31](=[O:35])[NH:32][CH2:33][CH3:34])[C:27]=1[C:36]1[O:40][N:39]=[C:38]([CH2:41][O:42][CH2:43][C:44]([O:46]C)=[O:45])[CH:37]=1)[C:2]1[CH:7]=[CH:6][CH:5]=[CH:4][CH:3]=1.[Li+].[OH-]. (4) Given the product [O:6]=[C:5]1[NH:1][C@H:2]([C:7]([NH2:12])=[O:9])[CH2:3][CH2:4]1, predict the reactants needed to synthesize it. The reactants are: [NH:1]1[C:5](=[O:6])[CH2:4][CH2:3][C@H:2]1[C:7]([OH:9])=O.[NH4+].O[N:12]1C2C=CC=CC=2N=N1.C1CCC(N=C=NC2CCCCC2)CC1. (5) Given the product [CH3:1][O:2][C:3]1[CH:12]=[C:11]2[C:6]([C:7]([O:13][C:14]3[CH:15]=[CH:16][C:17]([NH:20][C:21]([NH:23][C:24]4[S:25][CH:26]=[CH:27][N:28]=4)=[O:22])=[CH:18][CH:19]=3)=[CH:8][CH:9]=[N:10]2)=[CH:5][C:4]=1[C:29]([O:31][CH2:65][CH2:64][O:63][CH3:62])=[O:30], predict the reactants needed to synthesize it. The reactants are: [CH3:1][O:2][C:3]1[CH:12]=[C:11]2[C:6]([C:7]([O:13][C:14]3[CH:19]=[CH:18][C:17]([NH:20][C:21]([NH:23][C:24]4[S:25][CH:26]=[CH:27][N:28]=4)=[O:22])=[CH:16][CH:15]=3)=[CH:8][CH:9]=[N:10]2)=[CH:5][C:4]=1[C:29]([OH:31])=[O:30].Cl.C(N=C=NCCCN(C)C)C.O.ON1C2C=CC=CC=2N=N1.C(N(CC)CC)C.[CH3:62][O:63][CH2:64][CH2:65]N. (6) Given the product [CH3:41][O:40][C:37]1[CH:36]=[CH:35][C:34]([CH2:33][N:8]([CH2:7][C:6]2[CH:5]=[CH:4][C:3]([O:2][CH3:1])=[CH:43][CH:42]=2)[C:9]2[N:10]=[C:11]([C:16]3[C:21]([NH:22][C:23]4[CH:24]=[N:25][C:26]([O:29][CH3:30])=[CH:27][CH:28]=4)=[N:20][CH:19]=[C:18]([C:31]([N:47]4[CH2:52][CH2:51][O:50][CH2:49][CH2:48]4)=[O:32])[CH:17]=3)[N:12]=[C:13]([CH3:15])[N:14]=2)=[CH:39][CH:38]=1, predict the reactants needed to synthesize it. The reactants are: [CH3:1][O:2][C:3]1[CH:43]=[CH:42][C:6]([CH2:7][N:8]([CH2:33][C:34]2[CH:39]=[CH:38][C:37]([O:40][CH3:41])=[CH:36][CH:35]=2)[C:9]2[N:14]=[C:13]([CH3:15])[N:12]=[C:11]([C:16]3[CH:17]=[C:18]([CH:31]=[O:32])[CH:19]=[N:20][C:21]=3[NH:22][C:23]3[CH:24]=[N:25][C:26]([O:29][CH3:30])=[CH:27][CH:28]=3)[N:10]=2)=[CH:5][CH:4]=1.[C-]#N.[Na+].[NH:47]1[CH2:52][CH2:51][O:50][CH2:49][CH2:48]1. (7) The reactants are: C(OC([N:8]1[C:16]2[C:11](=[CH:12][C:13]([F:17])=[CH:14][CH:15]=2)[CH:10]=[C:9]1[C:18]1[N:23]=[C:22]([NH:24][C:25]2[CH:33]=[CH:32][C:28]([C:29](O)=[O:30])=[CH:27][C:26]=2[O:34][CH3:35])[CH:21]=[N:20][CH:19]=1)=O)(C)(C)C.[CH3:36][C@H:37]1[CH2:42][NH:41][CH2:40][CH2:39][NH:38]1.CN(C(ON1N=NC2C=CC=CC1=2)=[N+](C)C)C.[B-](F)(F)(F)F. Given the product [F:17][C:13]1[CH:12]=[C:11]2[C:16](=[CH:15][CH:14]=1)[NH:8][C:9]([C:18]1[N:23]=[C:22]([NH:24][C:25]3[CH:33]=[CH:32][C:28]([C:29]([N:41]4[CH2:40][CH2:39][NH:38][C@@H:37]([CH3:36])[CH2:42]4)=[O:30])=[CH:27][C:26]=3[O:34][CH3:35])[CH:21]=[N:20][CH:19]=1)=[CH:10]2, predict the reactants needed to synthesize it. (8) Given the product [CH2:27]([NH:29][C:30]([N:18]1[C:19]2[C:24](=[CH:23][CH:22]=[CH:21][CH:20]=2)[CH2:25][CH2:26][CH:17]1[CH2:16][N:13]1[CH2:14][CH2:15][N:10]([C:5]2[CH:6]=[CH:7][CH:8]=[C:9]3[C:4]=2[CH:3]=[CH:2][NH:1]3)[CH2:11][CH2:12]1)=[O:31])[CH3:28], predict the reactants needed to synthesize it. The reactants are: [NH:1]1[C:9]2[C:4](=[C:5]([N:10]3[CH2:15][CH2:14][N:13]([CH2:16][CH:17]4[CH2:26][CH2:25][C:24]5[C:19](=[CH:20][CH:21]=[CH:22][CH:23]=5)[NH:18]4)[CH2:12][CH2:11]3)[CH:6]=[CH:7][CH:8]=2)[CH:3]=[CH:2]1.[CH2:27]([N:29]=[C:30]=[O:31])[CH3:28].O. (9) Given the product [CH2:21]([N:11]1[C:12]2[C:7](=[C:6]([OH:30])[C:5]([C:3]([NH:31][CH2:32][C:33]([OH:35])=[O:34])=[O:4])=[N:14][C:13]=2[C:15]2[CH:16]=[N:17][CH:18]=[CH:19][CH:20]=2)[CH:8]=[C:9]([CH3:29])[C:10]1=[O:28])[C:22]1[CH:23]=[CH:24][CH:25]=[CH:26][CH:27]=1, predict the reactants needed to synthesize it. The reactants are: CO[C:3]([C:5]1[C:6]([OH:30])=[C:7]2[C:12](=[C:13]([C:15]3[CH:16]=[N:17][CH:18]=[CH:19][CH:20]=3)[N:14]=1)[N:11]([CH2:21][C:22]1[CH:27]=[CH:26][CH:25]=[CH:24][CH:23]=1)[C:10](=[O:28])[C:9]([CH3:29])=[CH:8]2)=[O:4].[NH2:31][CH2:32][C:33]([OH:35])=[O:34].C[O-].[Na+]. (10) The reactants are: [CH:1]1[CH:6]=[C:5]([Cl:7])[C:4]([Cl:8])=[C:3]([C:9]2[N:14]=[N:13][C:12]([NH2:15])=[N:11][C:10]=2[NH2:16])[CH:2]=1.[Cl:17][C:18]1[C:26]([Cl:27])=[CH:25][CH:24]=[CH:23][C:19]=1[C:20](Cl)=[O:21]. Given the product [NH2:16][C:10]1[N:11]=[C:12]([NH:15][C:20](=[O:21])[C:19]2[CH:23]=[CH:24][CH:25]=[C:26]([Cl:27])[C:18]=2[Cl:17])[N:13]=[N:14][C:9]=1[C:3]1[CH:2]=[CH:1][CH:6]=[C:5]([Cl:7])[C:4]=1[Cl:8], predict the reactants needed to synthesize it.